Dataset: Full USPTO retrosynthesis dataset with 1.9M reactions from patents (1976-2016). Task: Predict the reactants needed to synthesize the given product. (1) Given the product [NH2:13][CH2:8][CH:9]([OH:11])[CH2:10][OH:14].[ClH:33].[OH:16][C:15]([CH:17]([C:19]1[CH:32]=[CH:31][CH:30]=[C:21]([C:22]([C:24]2[CH:25]=[CH:26][CH:27]=[CH:28][CH:29]=2)=[O:23])[CH:20]=1)[CH3:18])=[O:14], predict the reactants needed to synthesize it. The reactants are: C([C:8]([NH2:13])(O)[CH:9]([OH:11])[CH3:10])(OC(C)(C)C)=O.[OH:14][C:15]([CH:17]([C:19]1[CH:32]=[CH:31][CH:30]=[C:21]([C:22]([C:24]2[CH:29]=[CH:28][CH:27]=[CH:26][CH:25]=2)=[O:23])[CH:20]=1)[CH3:18])=[O:16].[ClH:33].C(OCC)(=O)C.CCCCCC. (2) The reactants are: [CH:1]([N:4]1[C:8]([C:9]2[N:10]=[C:11]3[C:17]4[CH:18]=[CH:19][C:20]([C:22]([OH:24])=O)=[CH:21][C:16]=4[O:15][CH2:14][CH2:13][N:12]3[CH:25]=2)=[N:7][CH:6]=[N:5]1)([CH3:3])[CH3:2].[NH2:26][C:27]([CH3:31])([CH3:30])[CH2:28][OH:29]. Given the product [OH:29][CH2:28][C:27]([NH:26][C:22]([C:20]1[CH:19]=[CH:18][C:17]2[C:11]3[N:12]([CH:25]=[C:9]([C:8]4[N:4]([CH:1]([CH3:3])[CH3:2])[N:5]=[CH:6][N:7]=4)[N:10]=3)[CH2:13][CH2:14][O:15][C:16]=2[CH:21]=1)=[O:24])([CH3:31])[CH3:30], predict the reactants needed to synthesize it. (3) Given the product [CH2:13]([NH:12][CH:10]1[CH2:11][N:8]([C:1]([O:3][C:4]([CH3:7])([CH3:6])[CH3:5])=[O:2])[CH2:9]1)[C:14]1[CH:19]=[CH:18][CH:17]=[CH:16][CH:15]=1, predict the reactants needed to synthesize it. The reactants are: [C:1]([N:8]1[CH2:11][CH:10]([NH2:12])[CH2:9]1)([O:3][C:4]([CH3:7])([CH3:6])[CH3:5])=[O:2].[CH:13](=O)[C:14]1[CH:19]=[CH:18][CH:17]=[CH:16][CH:15]=1.C(O[BH-](OC(=O)C)OC(=O)C)(=O)C.[Na+]. (4) The reactants are: [Br:1][C:2]1[C:11]([CH3:12])=[C:10]2[C:5]([CH:6]=[CH:7][C:8](=[O:13])[NH:9]2)=[CH:4][CH:3]=1.[CH3:14]C(C)([O-])C.[K+].CI.O. Given the product [Br:1][C:2]1[C:11]([CH3:12])=[C:10]2[C:5]([CH:6]=[CH:7][C:8]([O:13][CH3:14])=[N:9]2)=[CH:4][CH:3]=1, predict the reactants needed to synthesize it. (5) Given the product [C:14]([C:11]1[CH:12]=[CH:13][C:8]([O:7][CH2:1][CH2:2][CH2:3][CH2:4][CH2:5][CH3:6])=[CH:9][CH:10]=1)#[CH:15], predict the reactants needed to synthesize it. The reactants are: [CH2:1]([O:7][C:8]1[CH:13]=[CH:12][C:11]([C:14]#[C:15][Si](C)(C)C)=[CH:10][CH:9]=1)[CH2:2][CH2:3][CH2:4][CH2:5][CH3:6].C1COCC1.C([O-])([O-])=O.[K+].[K+].